This data is from Full USPTO retrosynthesis dataset with 1.9M reactions from patents (1976-2016). The task is: Predict the reactants needed to synthesize the given product. (1) Given the product [F:1][C:2]1[CH:23]=[C:22]([N+:24]([O-:26])=[O:25])[CH:21]=[CH:20][C:3]=1[O:4][C:5]1[CH:6]=[C:7]2[C:11](=[CH:12][C:13]=1[C:14]1[CH:18]=[N:17][N:16]([C:47]([O:46][C:42]([CH3:45])([CH3:44])[CH3:43])=[O:48])[CH:15]=1)[N:10]([CH3:19])[N:9]=[CH:8]2, predict the reactants needed to synthesize it. The reactants are: [F:1][C:2]1[CH:23]=[C:22]([N+:24]([O-:26])=[O:25])[CH:21]=[CH:20][C:3]=1[O:4][C:5]1[CH:6]=[C:7]2[C:11](=[CH:12][C:13]=1[C:14]1[CH:15]=[N:16][NH:17][CH:18]=1)[N:10]([CH3:19])[N:9]=[CH:8]2.CN1C2C(=CC=C(C3C=NNC=3)C=2)C=N1.[C:42]([O:46][C:47](O[C:47]([O:46][C:42]([CH3:45])([CH3:44])[CH3:43])=[O:48])=[O:48])([CH3:45])([CH3:44])[CH3:43].CC(OC)(C)C. (2) Given the product [CH2:31]([C:20]1[N:21]([CH2:22][CH2:23][CH2:24][CH2:25][NH:26][S:27]([CH3:30])(=[O:29])=[O:28])[C:17]2[C:16]3[CH:15]=[CH:14][CH:13]=[CH:12][C:11]=3[N:10]=[C:9]([NH:8][C:34](=[O:35])[O:36][CH2:37][CH3:38])[C:18]=2[N:19]=1)[CH3:32], predict the reactants needed to synthesize it. The reactants are: C(N(CC)CC)C.[NH2:8][C:9]1[C:18]2[N:19]=[C:20]([CH2:31][CH3:32])[N:21]([CH2:22][CH2:23][CH2:24][CH2:25][NH:26][S:27]([CH3:30])(=[O:29])=[O:28])[C:17]=2[C:16]2[CH:15]=[CH:14][CH:13]=[CH:12][C:11]=2[N:10]=1.Cl[C:34]([O:36][CH2:37][CH3:38])=[O:35]. (3) Given the product [CH2:14]=[C:13]([C:2]1[N:7]=[C:6]([C:8]([O:10][CH2:11][CH3:12])=[O:9])[CH:5]=[CH:4][CH:3]=1)[CH3:15], predict the reactants needed to synthesize it. The reactants are: Cl[C:2]1[N:7]=[C:6]([C:8]([O:10][CH2:11][CH3:12])=[O:9])[CH:5]=[CH:4][CH:3]=1.[C:13]([B-](F)(F)F)([CH3:15])=[CH2:14].[K+].C([O-])([O-])=O.[K+].[K+].C1(P(C2CCCCC2)C2C=CC=CC=2C2C(OC)=CC=C(S([O-])(=O)=O)C=2OC)CCCCC1.[Na+]. (4) Given the product [F:8][C:7]1[CH:6]=[CH:5][C:4]([C:9]2[N:10]=[C:11]([C:15]3[CH:20]=[CH:19][C:18]([O:21][CH3:22])=[CH:17][CH:16]=3)[N:12]=[N:13][CH:14]=2)=[CH:3][C:2]=1[C:29]1[CH:28]=[CH:27][N:26]=[CH:25][C:24]=1[F:23], predict the reactants needed to synthesize it. The reactants are: Br[C:2]1[CH:3]=[C:4]([C:9]2[N:10]=[C:11]([C:15]3[CH:20]=[CH:19][C:18]([O:21][CH3:22])=[CH:17][CH:16]=3)[N:12]=[N:13][CH:14]=2)[CH:5]=[CH:6][C:7]=1[F:8].[F:23][C:24]1[CH:25]=[N:26][CH:27]=[CH:28][C:29]=1[Sn](CCCC)(CCCC)CCCC. (5) Given the product [I:17][C:2]1[C:3]([C:11]2[CH:16]=[CH:15][CH:14]=[CH:13][CH:12]=2)=[N:4][S:5][C:6]=1[C:7]([O:9][CH3:10])=[O:8], predict the reactants needed to synthesize it. The reactants are: N[C:2]1[C:3]([C:11]2[CH:16]=[CH:15][CH:14]=[CH:13][CH:12]=2)=[N:4][S:5][C:6]=1[C:7]([O:9][CH3:10])=[O:8].[I:17]I.N(OCCCCC)=O. (6) The reactants are: [C:1](Cl)(=[O:8])[CH2:2][CH2:3][CH2:4][C:5](Cl)=[O:6].[Cl-].[Al+3].[Cl-].[Cl-].[CH:14]1[CH:19]=[CH:18][CH:17]=[CH:16][CH:15]=1.O. Given the product [CH:14]1[CH:19]=[CH:18][C:17]([C:1]([CH2:2][CH2:3][CH2:4][C:5]([C:14]2[CH:19]=[CH:18][CH:17]=[CH:16][CH:15]=2)=[O:6])=[O:8])=[CH:16][CH:15]=1, predict the reactants needed to synthesize it. (7) The reactants are: [OH:1][C:2]1[CH:9]=[C:8]([OH:10])[CH:7]=[C:6]([CH3:11])[C:3]=1[CH:4]=[O:5].C1(P(C2C=CC=CC=2)C2C=CC=CC=2)C=CC=CC=1.[O:31]1[CH2:36][CH2:35][O:34][C:33]2[CH:37]=[C:38]([C:41]3[C:42]([CH3:49])=[C:43]([CH2:47]O)[CH:44]=[CH:45][CH:46]=3)[CH:39]=[CH:40][C:32]1=2.N(C(OC(C)C)=O)=NC(OC(C)C)=O. Given the product [O:31]1[CH2:36][CH2:35][O:34][C:33]2[CH:37]=[C:38]([C:41]3[C:42]([CH3:49])=[C:43]([CH:44]=[CH:45][CH:46]=3)[CH2:47][O:10][C:8]3[CH:7]=[C:6]([CH3:11])[C:3]([CH:4]=[O:5])=[C:2]([OH:1])[CH:9]=3)[CH:39]=[CH:40][C:32]1=2, predict the reactants needed to synthesize it. (8) The reactants are: [F:1][C:2]1[CH:15]=[CH:14][C:5]([O:6][C:7]2[S:11][C:10]([CH2:12][NH2:13])=[CH:9][CH:8]=2)=[CH:4][CH:3]=1.[NH2:16][C:17]1[CH:25]=[CH:24][C:20]([C:21](O)=[O:22])=[CH:19][N:18]=1.F[P-](F)(F)(F)(F)F.N1([P+](N(C)C)(N(C)C)N(C)C)C2C=CC=CC=2N=N1.C(N(CC)CC)C. Given the product [NH2:16][C:17]1[CH:25]=[CH:24][C:20]([C:21]([NH:13][CH2:12][C:10]2[S:11][C:7]([O:6][C:5]3[CH:14]=[CH:15][C:2]([F:1])=[CH:3][CH:4]=3)=[CH:8][CH:9]=2)=[O:22])=[CH:19][N:18]=1, predict the reactants needed to synthesize it. (9) Given the product [CH3:1][N:2]1[C:7](=[O:8])[C:6]([C:9]2[C:13]([S:38]([CH3:45])(=[O:42])=[O:40])=[CH:12][N:11]([C:16]3[CH:17]=[CH:18][CH:19]=[C:20]([CH:23]=3)[C:21]#[N:22])[N:10]=2)=[C:5]([CH3:24])[N:4]([C:25]2[CH:30]=[CH:29][CH:28]=[C:27]([C:31]([F:33])([F:34])[F:32])[CH:26]=2)[C:3]1=[O:35], predict the reactants needed to synthesize it. The reactants are: [CH3:1][N:2]1[C:7](=[O:8])[C:6]([C:9]2[C:13](SC)=[CH:12][N:11]([C:16]3[CH:17]=[CH:18][CH:19]=[C:20]([CH:23]=3)[C:21]#[N:22])[N:10]=2)=[C:5]([CH3:24])[N:4]([C:25]2[CH:30]=[CH:29][CH:28]=[C:27]([C:31]([F:34])([F:33])[F:32])[CH:26]=2)[C:3]1=[O:35].OO.[S:38]([O-:42])([O-])(=[O:40])=S.[Na+].[Na+].[C:45](O)(=O)C. (10) Given the product [Cl:13][C:11]1[C:10]([C:14]([F:17])([F:16])[F:15])=[CH:9][N:8]=[C:7]([NH:18][C:19]2[CH:20]=[N:21][N:22]([CH:24]3[CH2:25][CH2:26][N:27]([C:30]([O:32][C:33]([CH3:36])([CH3:35])[CH3:34])=[O:31])[CH2:28][CH2:29]3)[CH:23]=2)[N:12]=1, predict the reactants needed to synthesize it. The reactants are: C(OCC)C.Cl[C:7]1[N:12]=[C:11]([Cl:13])[C:10]([C:14]([F:17])([F:16])[F:15])=[CH:9][N:8]=1.[NH2:18][C:19]1[CH:20]=[N:21][N:22]([CH:24]2[CH2:29][CH2:28][N:27]([C:30]([O:32][C:33]([CH3:36])([CH3:35])[CH3:34])=[O:31])[CH2:26][CH2:25]2)[CH:23]=1.CCN(CC)CC.